From a dataset of Catalyst prediction with 721,799 reactions and 888 catalyst types from USPTO. Predict which catalyst facilitates the given reaction. (1) Reactant: [NH2:1][C:2](=[O:17])[C:3]([C:6]1[CH:16]=[CH:15][C:9]([C:10]([O:12]CC)=[O:11])=[CH:8][CH:7]=1)([CH3:5])[CH3:4].O[Li].O. Product: [NH2:1][C:2](=[O:17])[C:3]([C:6]1[CH:16]=[CH:15][C:9]([C:10]([OH:12])=[O:11])=[CH:8][CH:7]=1)([CH3:5])[CH3:4]. The catalyst class is: 6. (2) Reactant: [F:1][C:2]1[C:10]2[CH2:9][CH2:8][CH2:7][CH2:6][C:5]=2[N:4]2[CH2:11][CH2:12][N:13]([C:16]3[N:23]=[CH:22][CH:21]=[C:20]([C:24]4[N:25]=[C:26]([NH:32][C:33]5[CH:34]=[N:35][CH:36]=[CH:37][CH:38]=5)[C:27](=[O:31])[N:28]([CH3:30])[CH:29]=4)[C:17]=3[CH:18]=[O:19])[C:14](=[O:15])[C:3]=12.[BH4-].[Na+]. Product: [F:1][C:2]1[C:10]2[CH2:9][CH2:8][CH2:7][CH2:6][C:5]=2[N:4]2[CH2:11][CH2:12][N:13]([C:16]3[C:17]([CH2:18][OH:19])=[C:20]([C:24]4[N:25]=[C:26]([NH:32][C:33]5[CH:34]=[N:35][CH:36]=[CH:37][CH:38]=5)[C:27](=[O:31])[N:28]([CH3:30])[CH:29]=4)[CH:21]=[CH:22][N:23]=3)[C:14](=[O:15])[C:3]=12. The catalyst class is: 5. (3) Reactant: [Cl:1][C:2]([Cl:24])([Cl:23])[C:3]([N:5]1[CH2:10][CH2:9][N:8]([C:11]2[CH:12]=[C:13]([S:19](Cl)(=[O:21])=[O:20])[CH:14]=[CH:15][C:16]=2[O:17][CH3:18])[CH2:7][CH2:6]1)=[O:4].[Cl:25][C:26]1[C:27]([O:34][CH3:35])=[C:28]([NH2:33])[CH:29]=[C:30]([Cl:32])[CH:31]=1.C1C2C(=CC=CC=2)C=CN=1.C(O)C. Product: [Cl:25][C:26]1[C:27]([O:34][CH3:35])=[C:28]([NH:33][S:19]([C:13]2[CH:14]=[CH:15][C:16]([O:17][CH3:18])=[C:11]([N:8]3[CH2:9][CH2:10][N:5]([C:3](=[O:4])[C:2]([Cl:24])([Cl:23])[Cl:1])[CH2:6][CH2:7]3)[CH:12]=2)(=[O:21])=[O:20])[CH:29]=[C:30]([Cl:32])[CH:31]=1. The catalyst class is: 4. (4) Reactant: [BH4-].[Na+].[CH3:3][N:4]([CH3:23])[S:5](=[O:22])(=[O:21])[O:6][C:7]1[CH:12]=[C:11]([O:13][CH3:14])[C:10]([O:15][CH3:16])=[CH:9][C:8]=1[CH:17]=[CH:18][C:19]#[N:20].CO.Cl. Product: [CH3:23][N:4]([CH3:3])[S:5](=[O:21])(=[O:22])[O:6][C:7]1[CH:12]=[C:11]([O:13][CH3:14])[C:10]([O:15][CH3:16])=[CH:9][C:8]=1[CH2:17][CH2:18][C:19]#[N:20]. The catalyst class is: 20. (5) Reactant: [CH3:1][N:2]1[CH:6]([C:7]([O:9][C:10]([CH3:13])([CH3:12])[CH3:11])=[O:8])[CH2:5][NH:4][C:3]1=[O:14].Br[C:16]1[CH:17]=[CH:18][C:19]([CH3:22])=[N:20][CH:21]=1.C(=O)([O-])[O-].[Cs+].[Cs+].CC1(C)C2C(=C(P(C3C=CC=CC=3)C3C=CC=CC=3)C=CC=2)OC2C(P(C3C=CC=CC=3)C3C=CC=CC=3)=CC=CC1=2. Product: [CH3:1][N:2]1[CH:6]([C:7]([O:9][C:10]([CH3:11])([CH3:13])[CH3:12])=[O:8])[CH2:5][N:4]([C:16]2[CH:21]=[N:20][C:19]([CH3:22])=[CH:18][CH:17]=2)[C:3]1=[O:14]. The catalyst class is: 333. (6) Reactant: [O:1]1[C:10]2[CH:9]=[C:8]([CH2:11][N:12]([CH:20]3[CH2:25][CH2:24][N:23]([CH2:26][CH2:27][N:28]4[C:37]5[C:32](=[N:33][CH:34]=[C:35]([C:38]([F:41])([F:40])[F:39])[CH:36]=5)[CH:31]=[CH:30][C:29]4=[O:42])[CH2:22][CH2:21]3)C(=O)OC(C)(C)C)[N:7]=[CH:6][C:5]=2[O:4][CH2:3][CH2:2]1.[ClH:43]. Product: [ClH:43].[O:1]1[C:10]2[CH:9]=[C:8]([CH2:11][NH:12][CH:20]3[CH2:25][CH2:24][N:23]([CH2:26][CH2:27][N:28]4[C:37]5[C:32](=[N:33][CH:34]=[C:35]([C:38]([F:41])([F:39])[F:40])[CH:36]=5)[CH:31]=[CH:30][C:29]4=[O:42])[CH2:22][CH2:21]3)[N:7]=[CH:6][C:5]=2[O:4][CH2:3][CH2:2]1. The catalyst class is: 32. (7) Reactant: Cl.[NH2:2][CH:3]([CH2:7][C:8]([CH3:13])([CH3:12])[CH:9]([CH3:11])[CH3:10])[C:4]([OH:6])=[O:5].[CH3:14][C:15]([O:18][C:19](O[C:19]([O:18][C:15]([CH3:17])([CH3:16])[CH3:14])=[O:20])=[O:20])([CH3:17])[CH3:16]. Product: [C:15]([O:18][C:19]([NH:2][CH:3]([CH2:7][C:8]([CH3:12])([CH3:13])[CH:9]([CH3:10])[CH3:11])[C:4]([OH:6])=[O:5])=[O:20])([CH3:17])([CH3:16])[CH3:14]. The catalyst class is: 12.